Dataset: Peptide-MHC class I binding affinity with 185,985 pairs from IEDB/IMGT. Task: Regression. Given a peptide amino acid sequence and an MHC pseudo amino acid sequence, predict their binding affinity value. This is MHC class I binding data. (1) The peptide sequence is ALELGRKTL. The MHC is HLA-A02:11 with pseudo-sequence HLA-A02:11. The binding affinity (normalized) is 0.459. (2) The peptide sequence is ITVLTSVDI. The MHC is HLA-A02:06 with pseudo-sequence HLA-A02:06. The binding affinity (normalized) is 0.539. (3) The peptide sequence is AEMLASIDL. The MHC is HLA-B18:01 with pseudo-sequence HLA-B18:01. The binding affinity (normalized) is 0.281. (4) The peptide sequence is ILKEPVHGV. The MHC is HLA-B07:02 with pseudo-sequence HLA-B07:02. The binding affinity (normalized) is 0. (5) The peptide sequence is LTFGWCFKL. The MHC is HLA-A02:06 with pseudo-sequence HLA-A02:06. The binding affinity (normalized) is 0.729.